From a dataset of Full USPTO retrosynthesis dataset with 1.9M reactions from patents (1976-2016). Predict the reactants needed to synthesize the given product. (1) Given the product [C:49]([C:48]1[CH:47]=[C:46]([CH:53]=[C:52]([C:54]([F:55])([F:57])[F:56])[CH:51]=1)[CH2:45][N:21]([CH2:20][C:19]1[C:10]([C:8]2[CH:9]=[C:4]([CH:1]([CH3:3])[CH3:2])[CH:5]=[CH:6][C:7]=2[O:40][CH3:41])=[N:11][C:12]2[C:17]([CH:18]=1)=[CH:16][CH:15]=[CH:14][C:13]=2[CH3:39])[C:22]1[N:23]=[CH:24][C:25]([O:28][CH2:29][CH2:30][CH2:31][C:32]([O:34][C:35]([CH3:36])([CH3:38])[CH3:37])=[O:33])=[CH:26][N:27]=1)#[N:50], predict the reactants needed to synthesize it. The reactants are: [CH:1]([C:4]1[CH:5]=[CH:6][C:7]([O:40][CH3:41])=[C:8]([C:10]2[C:19]([CH2:20][NH:21][C:22]3[N:27]=[CH:26][C:25]([O:28][CH2:29][CH2:30][CH2:31][C:32]([O:34][C:35]([CH3:38])([CH3:37])[CH3:36])=[O:33])=[CH:24][N:23]=3)=[CH:18][C:17]3[C:12](=[C:13]([CH3:39])[CH:14]=[CH:15][CH:16]=3)[N:11]=2)[CH:9]=1)([CH3:3])[CH3:2].[H-].[Na+].Br[CH2:45][C:46]1[CH:47]=[C:48]([CH:51]=[C:52]([C:54]([F:57])([F:56])[F:55])[CH:53]=1)[C:49]#[N:50].O. (2) The reactants are: [CH3:1][N:2]1[CH2:7][CH2:6][N:5]([C:8](Cl)=[O:9])[CH2:4][CH2:3]1.[CH3:11][CH:12]([CH3:30])[CH2:13][CH2:14][NH:15][C:16]([C:18]1[N:19]=[N:20][C:21]([N:24]2[CH2:29][CH2:28][NH:27][CH2:26][CH2:25]2)=[CH:22][CH:23]=1)=[O:17]. Given the product [CH3:11][CH:12]([CH3:30])[CH2:13][CH2:14][NH:15][C:16]([C:18]1[N:19]=[N:20][C:21]([N:24]2[CH2:29][CH2:28][N:27]([C:8]([N:5]3[CH2:6][CH2:7][N:2]([CH3:1])[CH2:3][CH2:4]3)=[O:9])[CH2:26][CH2:25]2)=[CH:22][CH:23]=1)=[O:17], predict the reactants needed to synthesize it. (3) Given the product [CH3:1][O:2][C:3]1[CH:4]=[C:5]([CH:35]=[CH:36][C:37]=1[C:38]([CH3:41])([CH3:40])[CH3:39])[C:6]([N:8]1[C@@H:12]([C:13]2[S:14][C:15]([CH3:18])=[CH:16][N:17]=2)[C@@H:11]([CH2:19][O:20][CH3:21])[CH2:10][C@@:9]1([CH2:29][C:30]1[N:31]=[CH:32][S:33][CH:34]=1)[C:22]([OH:24])=[O:23])=[O:7], predict the reactants needed to synthesize it. The reactants are: [CH3:1][O:2][C:3]1[CH:4]=[C:5]([CH:35]=[CH:36][C:37]=1[C:38]([CH3:41])([CH3:40])[CH3:39])[C:6]([N:8]1[C@@H:12]([C:13]2[S:14][C:15]([CH3:18])=[CH:16][N:17]=2)[C@@H:11]([CH2:19][O:20][CH3:21])[CH2:10][C@@:9]1([CH2:29][C:30]1[N:31]=[CH:32][S:33][CH:34]=1)[C:22]([O:24]C(C)(C)C)=[O:23])=[O:7].FC(F)(F)C(O)=O. (4) Given the product [CH3:1][C:2]1[CH:7]=[CH:6][N:5]=[C:19]([C:20]([OH:22])=[O:21])[N:3]=1, predict the reactants needed to synthesize it. The reactants are: [CH3:1][C:2]1[CH:7]=[CH:6][N:5]=C(C#N)[N:3]=1.[OH-].[Na+].[C:20]([OH:22])(=[O:21])[CH2:19][C:19]([CH2:19][C:20]([OH:22])=[O:21])([C:20]([OH:22])=[O:21])O. (5) Given the product [N+:1]([C:4]1[CH:12]=[CH:11][C:7]([C:8]([N:13]2[CH2:17][CH2:16][CH2:15][CH2:14]2)=[O:9])=[CH:6][CH:5]=1)([O-:3])=[O:2], predict the reactants needed to synthesize it. The reactants are: [N+:1]([C:4]1[CH:12]=[CH:11][C:7]([C:8](Cl)=[O:9])=[CH:6][CH:5]=1)([O-:3])=[O:2].[NH:13]1[CH2:17][CH2:16][CH2:15][CH2:14]1.Cl.